This data is from Peptide-MHC class I binding affinity with 185,985 pairs from IEDB/IMGT. The task is: Regression. Given a peptide amino acid sequence and an MHC pseudo amino acid sequence, predict their binding affinity value. This is MHC class I binding data. The peptide sequence is YQVLVMVPK. The MHC is HLA-A01:01 with pseudo-sequence HLA-A01:01. The binding affinity (normalized) is 0.0847.